Dataset: NCI-60 drug combinations with 297,098 pairs across 59 cell lines. Task: Regression. Given two drug SMILES strings and cell line genomic features, predict the synergy score measuring deviation from expected non-interaction effect. (1) Drug 1: CC1C(C(=O)NC(C(=O)N2CCCC2C(=O)N(CC(=O)N(C(C(=O)O1)C(C)C)C)C)C(C)C)NC(=O)C3=C4C(=C(C=C3)C)OC5=C(C(=O)C(=C(C5=N4)C(=O)NC6C(OC(=O)C(N(C(=O)CN(C(=O)C7CCCN7C(=O)C(NC6=O)C(C)C)C)C)C(C)C)C)N)C. Drug 2: COC1=NC(=NC2=C1N=CN2C3C(C(C(O3)CO)O)O)N. Cell line: HCT-15. Synergy scores: CSS=0.282, Synergy_ZIP=-1.29, Synergy_Bliss=-2.12, Synergy_Loewe=-2.22, Synergy_HSA=-2.21. (2) Synergy scores: CSS=4.26, Synergy_ZIP=-2.06, Synergy_Bliss=-1.96, Synergy_Loewe=-0.115, Synergy_HSA=-0.177. Drug 2: C1=CC=C(C(=C1)C(C2=CC=C(C=C2)Cl)C(Cl)Cl)Cl. Drug 1: CN(C)C1=NC(=NC(=N1)N(C)C)N(C)C. Cell line: LOX IMVI. (3) Cell line: ACHN. Drug 2: COC1=C(C=C2C(=C1)N=CN=C2NC3=CC(=C(C=C3)F)Cl)OCCCN4CCOCC4. Synergy scores: CSS=43.8, Synergy_ZIP=1.32, Synergy_Bliss=1.88, Synergy_Loewe=-1.42, Synergy_HSA=2.09. Drug 1: C1CCN(CC1)CCOC2=CC=C(C=C2)C(=O)C3=C(SC4=C3C=CC(=C4)O)C5=CC=C(C=C5)O. (4) Drug 1: C1=C(C(=O)NC(=O)N1)F. Drug 2: N.N.Cl[Pt+2]Cl. Cell line: CCRF-CEM. Synergy scores: CSS=8.28, Synergy_ZIP=-11.7, Synergy_Bliss=-24.6, Synergy_Loewe=-27.0, Synergy_HSA=-23.2. (5) Drug 1: CC1=C2C(C(=O)C3(C(CC4C(C3C(C(C2(C)C)(CC1OC(=O)C(C(C5=CC=CC=C5)NC(=O)OC(C)(C)C)O)O)OC(=O)C6=CC=CC=C6)(CO4)OC(=O)C)OC)C)OC. Drug 2: CC(C)NC(=O)C1=CC=C(C=C1)CNNC.Cl. Cell line: SF-295. Synergy scores: CSS=52.8, Synergy_ZIP=9.95, Synergy_Bliss=7.70, Synergy_Loewe=-33.9, Synergy_HSA=7.84. (6) Drug 1: CCC(=C(C1=CC=CC=C1)C2=CC=C(C=C2)OCCN(C)C)C3=CC=CC=C3.C(C(=O)O)C(CC(=O)O)(C(=O)O)O. Drug 2: C1=NNC2=C1C(=O)NC=N2. Cell line: HCT116. Synergy scores: CSS=-2.17, Synergy_ZIP=-3.06, Synergy_Bliss=-7.84, Synergy_Loewe=-10.0, Synergy_HSA=-7.23. (7) Drug 1: CC1=CC=C(C=C1)C2=CC(=NN2C3=CC=C(C=C3)S(=O)(=O)N)C(F)(F)F. Drug 2: B(C(CC(C)C)NC(=O)C(CC1=CC=CC=C1)NC(=O)C2=NC=CN=C2)(O)O. Cell line: HS 578T. Synergy scores: CSS=60.9, Synergy_ZIP=-0.718, Synergy_Bliss=-3.52, Synergy_Loewe=-45.5, Synergy_HSA=-3.82.